From a dataset of Forward reaction prediction with 1.9M reactions from USPTO patents (1976-2016). Predict the product of the given reaction. (1) Given the reactants [Br:1][C:2]1[CH:10]=[CH:9][C:5]([C:6]([OH:8])=O)=[CH:4][C:3]=1[O:11][CH3:12].[CH2:13]([S:15]([NH2:18])(=[O:17])=[O:16])[CH3:14].Cl.C(N=C=NCCCN(C)C)C, predict the reaction product. The product is: [Br:1][C:2]1[CH:10]=[CH:9][C:5]([C:6]([NH:18][S:15]([CH2:13][CH3:14])(=[O:17])=[O:16])=[O:8])=[CH:4][C:3]=1[O:11][CH3:12]. (2) Given the reactants C[N:2](C)/[CH:3]=[CH:4]/[C:5]([C:7]1[CH:8]=[N:9][CH:10]=[CH:11][CH:12]=1)=O.[F:14][C:15]1[CH:16]=[C:17]([N:23]2[CH2:27][C@H:26]([CH2:28][NH:29][C:30](=[O:32])[CH3:31])[O:25][C:24]2=[O:33])[CH:18]=[CH:19][C:20]=1[NH:21]N.C(O)C.Cl, predict the reaction product. The product is: [F:14][C:15]1[CH:16]=[C:17]([N:23]2[CH2:27][C@H:26]([CH2:28][NH:29][C:30](=[O:32])[CH3:31])[O:25][C:24]2=[O:33])[CH:18]=[CH:19][C:20]=1[N:21]1[C:5]([C:7]2[CH:8]=[N:9][CH:10]=[CH:11][CH:12]=2)=[CH:4][CH:3]=[N:2]1. (3) Given the reactants [K+].[N:2]1[CH:7]=[CH:6][C:5]([NH:8][C:9]2[C:17]3[C:12](=[CH:13][CH:14]=[CH:15][CH:16]=3)[NH:11][C:10]=2[C:18]([O-:20])=[O:19])=[CH:4][CH:3]=1.Cl[CH2:22][N:23]1[CH2:28][CH2:27][CH2:26][CH2:25][C:24]1=[O:29], predict the reaction product. The product is: [O:29]=[C:24]1[CH2:25][CH2:26][CH2:27][CH2:28][N:23]1[CH2:22][O:19][C:18]([C:10]1[NH:11][C:12]2[C:17]([C:9]=1[NH:8][C:5]1[CH:6]=[CH:7][N:2]=[CH:3][CH:4]=1)=[CH:16][CH:15]=[CH:14][CH:13]=2)=[O:20]. (4) Given the reactants Br[C:2]1(Br)[C:6]2[CH:7]=[N:8][C:9]([O:11][CH3:12])=[CH:10][C:5]=2[N:4]([C:13]2[CH:18]=[CH:17][CH:16]=[CH:15][CH:14]=2)[C:3]1=[O:19], predict the reaction product. The product is: [CH3:12][O:11][C:9]1[N:8]=[CH:7][C:6]2[CH2:2][C:3](=[O:19])[N:4]([C:13]3[CH:14]=[CH:15][CH:16]=[CH:17][CH:18]=3)[C:5]=2[CH:10]=1. (5) The product is: [CH3:27][C:26]([CH3:29])([CH3:28])[C@H:21]([NH:20][C:18]([N:11]1[C:12]2[CH2:17][CH2:16][NH:15][CH2:14][C:13]=2[C:9]([C:4]2[CH:5]=[CH:6][C:7]([F:8])=[CH:2][CH:3]=2)=[N:10]1)=[O:19])[C:22]([NH:24][CH3:25])=[O:23]. Given the reactants F[C:2]1[CH:3]=[C:4]([C:9]2[C:13]3[CH2:14][NH:15][CH2:16][CH2:17][C:12]=3[N:11]([C:18]([NH:20][C@@H:21]([C:26]([CH3:29])([CH3:28])[CH3:27])[C:22]([NH:24][CH3:25])=[O:23])=[O:19])[N:10]=2)[CH:5]=[CH:6][C:7]=1[F:8].FC1C=CC(C(Cl)=O)=CC=1.FC1C=C(C2C3CN(C(OC(C)(C)C)=O)CCC=3NN=2)C=CC=1F, predict the reaction product. (6) Given the reactants Cl[C:2]1[CH:3]=[CH:4][C:5]2[N:11]3[CH2:12][C@H:8]([CH2:9][CH2:10]3)[N:7]([C:13]([NH:15][C:16]3[CH:21]=[N:20][CH:19]=[CH:18][N:17]=3)=[O:14])[C:6]=2[N:22]=1.[CH3:23][C:24]1[CH:29]=[C:28](B2OC(C)(C)C(C)(C)O2)[CH:27]=[C:26]([C:39]([F:42])([F:41])[F:40])[N:25]=1.[O-]P([O-])([O-])=O.[K+].[K+].[K+].CC(C1C=C(C(C)C)C(C2C=CC=CC=2P(C2CCCCC2)C2CCCCC2)=C(C(C)C)C=1)C, predict the reaction product. The product is: [CH3:23][C:24]1[CH:29]=[C:28]([C:2]2[CH:3]=[CH:4][C:5]3[N:11]4[CH2:12][C@H:8]([CH2:9][CH2:10]4)[N:7]([C:13]([NH:15][C:16]4[CH:21]=[N:20][CH:19]=[CH:18][N:17]=4)=[O:14])[C:6]=3[N:22]=2)[CH:27]=[C:26]([C:39]([F:41])([F:40])[F:42])[N:25]=1. (7) Given the reactants Br[CH:2]1[CH2:7][CH2:6][CH2:5][N:4]([CH:8]2[CH2:13][CH2:12][N:11]([C:14]([O:16][C:17]([CH3:20])([CH3:19])[CH3:18])=[O:15])[CH2:10][CH2:9]2)[C:3]1=[O:21].C([O-])([O-])=O.[K+].[K+].[Br:28][C:29]1[C:34]([F:35])=[CH:33][C:32]([OH:36])=[C:31]([F:37])[CH:30]=1, predict the reaction product. The product is: [Br:28][C:29]1[C:34]([F:35])=[CH:33][C:32]([O:36][CH:2]2[CH2:7][CH2:6][CH2:5][N:4]([CH:8]3[CH2:13][CH2:12][N:11]([C:14]([O:16][C:17]([CH3:20])([CH3:19])[CH3:18])=[O:15])[CH2:10][CH2:9]3)[C:3]2=[O:21])=[C:31]([F:37])[CH:30]=1. (8) Given the reactants [NH2:1][C:2]1[CH:3]=[C:4]([C:9]2[CH:15]=[CH:14][C:12]([NH2:13])=[C:11]([NH2:16])[CH:10]=2)[CH:5]=[CH:6][C:7]=1[NH2:8].C(O)(=O)C, predict the reaction product. The product is: [C:2](=[NH:1])([CH3:3])[CH3:7].[NH2:1][C:2]1[CH:3]=[C:4]([C:9]2[CH:15]=[CH:14][C:12]([NH2:13])=[C:11]([NH2:16])[CH:10]=2)[CH:5]=[CH:6][C:7]=1[NH2:8].[C:2](=[NH:1])([CH3:3])[CH3:7].[C:2](=[NH:1])([CH3:3])[CH3:7].[NH2:1][C:2]1[CH:3]=[C:4]([C:9]2[CH:15]=[CH:14][C:12]([NH2:13])=[C:11]([NH2:16])[CH:10]=2)[CH:5]=[CH:6][C:7]=1[NH2:8].